Predict the product of the given reaction. From a dataset of Forward reaction prediction with 1.9M reactions from USPTO patents (1976-2016). (1) Given the reactants C(=O)([O-])O[CH2:3][CH:4]=[CH:5][C:6]1[CH:11]=[CH:10][CH:9]=[CH:8][CH:7]=1.[CH:14]1[C:23]2[C:18](=[CH:19][CH:20]=[CH:21][CH:22]=2)[CH:17]=[CH:16][C:15]=1[NH2:24], predict the reaction product. The product is: [C:4]([CH:5]([C:6]1[CH:11]=[CH:10][CH:9]=[CH:8][CH:7]=1)[NH:24][C:15]1[CH:16]=[CH:17][C:18]2[C:23](=[CH:22][CH:21]=[CH:20][CH:19]=2)[CH:14]=1)#[CH:3]. (2) Given the reactants [CH3:1][O:2][CH:3]([O:22][CH3:23])[CH2:4][NH:5][C:6](=[O:21])[C@H:7]([NH:11][S:12]([C:15]1[CH:20]=[CH:19][CH:18]=[CH:17][CH:16]=1)(=[O:14])=[O:13])[CH2:8][C:9]#[CH:10].[F:24][C:25]([F:44])([F:43])C1C=C(S(N[C@H](CC#C)C(O)=O)(=O)=O)C=CC=1, predict the reaction product. The product is: [CH3:23][O:22][CH:3]([O:2][CH3:1])[CH2:4][NH:5][C:6](=[O:21])[C@H:7]([NH:11][S:12]([C:15]1[CH:16]=[CH:17][CH:18]=[C:19]([C:25]([F:44])([F:43])[F:24])[CH:20]=1)(=[O:14])=[O:13])[CH2:8][C:9]#[CH:10].